This data is from Reaction yield outcomes from USPTO patents with 853,638 reactions. The task is: Predict the reaction yield, written as a fraction of the theoretical maximum amount of product (1.0 means a 100% yield; for example, 0.34 means a 34% yield). (1) The reactants are [P:1]([O:19][C:20]1([CH2:26][O:27][C:28]2[CH:33]=[CH:32][C:31]([N:34]3[CH:39]=[CH:38][N:37]=[C:36]([S:40][C:41]4[CH:46]=[CH:45][C:44]([O:47][C:48]([F:51])([F:50])[F:49])=[CH:43][CH:42]=4)[C:35]3=[O:52])=[CH:30][C:29]=2[O:53][CH3:54])[CH2:23][C:22]([F:25])([F:24])[CH2:21]1)([O:11]CC1C=CC=CC=1)([O:3]CC1C=CC=CC=1)=[O:2].C(=O)(O)[O-].[Na+:59]. The catalyst is C(O)(C(F)(F)F)=O.C(#N)C.O. The product is [P:1]([O-:11])([O-:3])([O:19][C:20]1([CH2:26][O:27][C:28]2[CH:33]=[CH:32][C:31]([N:34]3[CH:39]=[CH:38][N:37]=[C:36]([S:40][C:41]4[CH:42]=[CH:43][C:44]([O:47][C:48]([F:51])([F:50])[F:49])=[CH:45][CH:46]=4)[C:35]3=[O:52])=[CH:30][C:29]=2[O:53][CH3:54])[CH2:23][C:22]([F:25])([F:24])[CH2:21]1)=[O:2].[Na+:59].[Na+:59]. The yield is 0.780. (2) The reactants are [Cl-].O[NH3+:3].[C:4](=[O:7])([O-])[OH:5].[Na+].CS(C)=O.[CH2:13]([C:17]1[N:18]([CH2:46][C:47]2[CH:52]=[CH:51][C:50]([C:53]3[C:54]([C:59]#[N:60])=[CH:55][CH:56]=[CH:57][CH:58]=3)=[CH:49][CH:48]=2)[C:19](=[O:45])[C:20]([C:26]2[CH:31]=[CH:30][C:29]([O:32][C:33]([CH3:44])([CH3:43])[CH2:34][O:35][Si](C(C)(C)C)(C)C)=[CH:28][CH:27]=2)=[C:21]([CH:23]2[CH2:25][CH2:24]2)[N:22]=1)[CH2:14][CH2:15][CH3:16]. The catalyst is C(OCC)(=O)C. The product is [CH2:13]([C:17]1[N:18]([CH2:46][C:47]2[CH:48]=[CH:49][C:50]([C:53]3[CH:58]=[CH:57][CH:56]=[CH:55][C:54]=3[C:59]3[NH:60][C:4](=[O:7])[O:5][N:3]=3)=[CH:51][CH:52]=2)[C:19](=[O:45])[C:20]([C:26]2[CH:27]=[CH:28][C:29]([O:32][C:33]([CH3:44])([CH3:43])[CH2:34][OH:35])=[CH:30][CH:31]=2)=[C:21]([CH:23]2[CH2:24][CH2:25]2)[N:22]=1)[CH2:14][CH2:15][CH3:16]. The yield is 0.650. (3) The reactants are [OH:1][NH:2][C:3](=[O:10])[C:4]1[CH:9]=[CH:8][CH:7]=[CH:6][CH:5]=1.Br[CH2:12][C:13]1[CH:18]=[CH:17][C:16]([B:19]2[O:27][C:24]([CH3:26])([CH3:25])[C:21]([CH3:23])([CH3:22])[O:20]2)=[CH:15][CH:14]=1.[OH-].[Na+]. The yield is 0.0600. The catalyst is CO. The product is [CH3:25][C:24]1([CH3:26])[C:21]([CH3:22])([CH3:23])[O:20][B:19]([C:16]2[CH:15]=[CH:14][C:13]([CH2:12][O:1][NH:2][C:3](=[O:10])[C:4]3[CH:9]=[CH:8][CH:7]=[CH:6][CH:5]=3)=[CH:18][CH:17]=2)[O:27]1.